From a dataset of Forward reaction prediction with 1.9M reactions from USPTO patents (1976-2016). Predict the product of the given reaction. (1) The product is: [O:1]1[CH:5]=[CH:4][N:3]=[C:2]1[C:6]1[C:14]2[C:13]([C:15]3[CH:16]=[C:17]([NH:21][C:22](=[O:26])[C:23]([CH3:25])=[CH2:24])[CH:18]=[CH:19][CH:20]=3)=[N:12][CH:11]=[N:10][C:9]=2[NH:8][CH:7]=1. Given the reactants [O:1]1[CH:5]=[CH:4][N:3]=[C:2]1[C:6]1[C:14]2[C:13]([C:15]3[CH:16]=[C:17]([NH:21][C:22](=[O:26])[C:23]([CH3:25])=[CH2:24])[CH:18]=[CH:19][CH:20]=3)=[N:12][CH:11]=[N:10][C:9]=2[N:8](COCC[Si](C)(C)C)[CH:7]=1.FC(F)(F)C(O)=O.C(N)CN.[OH-].[Na+], predict the reaction product. (2) Given the reactants [C:1]1([C:7]2[C:15]3[C:10](=[CH:11][CH:12]=[CH:13][CH:14]=3)[N:9]([S:16]([C:19]3[CH:24]=[CH:23][C:22]([CH3:25])=[CH:21][CH:20]=3)(=[O:18])=[O:17])[C:8]=2[CH:26]=[O:27])[CH:6]=[CH:5][CH:4]=[CH:3][CH:2]=1.[CH3:28][Mg+].[Br-].[NH4+].[Cl-], predict the reaction product. The product is: [C:1]1([C:7]2[C:15]3[C:10](=[CH:11][CH:12]=[CH:13][CH:14]=3)[N:9]([S:16]([C:19]3[CH:20]=[CH:21][C:22]([CH3:25])=[CH:23][CH:24]=3)(=[O:17])=[O:18])[C:8]=2[CH:26]([OH:27])[CH3:28])[CH:2]=[CH:3][CH:4]=[CH:5][CH:6]=1. (3) Given the reactants Cl.[C:2]([NH2:5])(=[NH:4])[CH3:3].C[NH+]([CH2:9][C:10]([CH2:15]N(C)C)=[CH:11][NH+](C)C)C.[OH-:19].[Na+].O, predict the reaction product. The product is: [CH3:3][C:2]1[N:5]=[CH:11][C:10]([CH:15]=[O:19])=[CH:9][N:4]=1. (4) The product is: [Cl:1][C:2]1[CH:11]=[C:10]2[C:5]([C:6]([N:12]3[CH2:13][CH:14]([CH3:30])[N:15]([C:19]([NH:21][C:22]4[CH:23]=[CH:24][C:25]([F:28])=[CH:26][CH:27]=4)=[O:20])[CH:16]([CH3:18])[CH2:17]3)=[CH:7][CH:8]=[N:9]2)=[CH:4][CH:3]=1. Given the reactants [Cl:1][C:2]1[CH:11]=[C:10]2[C:5]([C:6]([N:12]3[CH2:17][CH:16]4[CH2:18][CH:13]3[CH2:14][N:15]4[C:19]([NH:21][C:22]3[CH:27]=[CH:26][C:25]([F:28])=[CH:24][CH:23]=3)=[O:20])=[CH:7][CH:8]=[N:9]2)=[CH:4][CH:3]=1.F[C:30](F)(F)C([O-])=O, predict the reaction product.